Dataset: Forward reaction prediction with 1.9M reactions from USPTO patents (1976-2016). Task: Predict the product of the given reaction. (1) Given the reactants [F:1][C:2]1[CH:3]=[C:4]([C:12]2[S:16][C:15]([NH2:17])=[N:14][C:13]=2[CH3:18])[CH:5]=[CH:6][C:7]=1[S:8]([CH3:11])(=[O:10])=[O:9].[C:19](Cl)(Cl)=[O:20], predict the reaction product. The product is: [F:1][C:2]1[CH:3]=[C:4]([C:12]2[S:16][C:15]([N:17]=[C:19]=[O:20])=[N:14][C:13]=2[CH3:18])[CH:5]=[CH:6][C:7]=1[S:8]([CH3:11])(=[O:9])=[O:10]. (2) Given the reactants [CH3:1][C:2]1[C:7]([CH3:8])=[CH:6][C:5]([CH3:9])=[CH:4][C:3]=1[OH:10].[Cl:11][C:12]1[CH:17]=[C:16]([S:18]([C:21]([F:24])([F:23])[F:22])(=[O:20])=[O:19])[CH:15]=[CH:14][C:13]=1[N:25]=[C:26]=[O:27], predict the reaction product. The product is: [Cl:11][C:12]1[CH:17]=[C:16]([S:18]([C:21]([F:24])([F:23])[F:22])(=[O:20])=[O:19])[CH:15]=[CH:14][C:13]=1[NH:25][C:26](=[O:27])[C:4]1[C:5]([CH3:9])=[CH:6][C:7]([CH3:8])=[C:2]([CH3:1])[C:3]=1[OH:10]. (3) Given the reactants C[O:2][C:3](=[O:13])[CH2:4][CH2:5][N:6]([CH3:12])[CH2:7][CH2:8][CH2:9][CH2:10][CH3:11].Br.[ClH:15], predict the reaction product. The product is: [CH3:12][N:6]([CH2:7][CH2:8][CH2:9][CH2:10][CH3:11])[CH2:5][CH2:4][C:3]([OH:13])=[O:2].[ClH:15].